Predict the reactants needed to synthesize the given product. From a dataset of Full USPTO retrosynthesis dataset with 1.9M reactions from patents (1976-2016). (1) Given the product [C:16]1([CH2:22][S:23]([N:1]2[CH2:8][CH2:7][CH2:6][C@H:2]2[C:3]([NH2:5])=[O:4])(=[O:25])=[O:24])[CH:21]=[CH:20][CH:19]=[CH:18][CH:17]=1, predict the reactants needed to synthesize it. The reactants are: [NH:1]1[CH2:8][CH2:7][CH2:6][C@H:2]1[C:3]([NH2:5])=[O:4].C(N(CC)CC)C.[C:16]1([CH2:22][S:23](Cl)(=[O:25])=[O:24])[CH:21]=[CH:20][CH:19]=[CH:18][CH:17]=1. (2) Given the product [CH:1]1([CH:7]([NH:18][C:19]2[CH:27]=[CH:26][C:22]([C:28]([N:29]([CH3:42])[CH2:30][CH2:31][C:32]([O:34][CH2:35][CH3:36])=[O:33])=[O:37])=[CH:21][CH:20]=2)[C:8]2[S:16][C:15]3[C:10](=[N:61][CH:12]=[CH:13][CH:14]=3)[C:9]=2[CH3:17])[CH2:6][CH2:5][CH2:4][CH2:3][CH2:2]1, predict the reactants needed to synthesize it. The reactants are: [CH:1]1([CH:7]([NH:18][C:19]2[CH:27]=[CH:26][C:22](C(O)=O)=[CH:21][CH:20]=2)[C:8]2[S:16][C:15]3[C:10](=N[CH:12]=[CH:13][CH:14]=3)[C:9]=2[CH3:17])[CH2:6][CH2:5][CH2:4][CH2:3][CH2:2]1.[CH3:28][NH:29][CH2:30][CH2:31][C:32]([O:34][CH2:35][CH3:36])=[O:33].[OH2:37].ON1C2C=CC=C[C:42]=2N=N1.Cl.C(N=C=NCCCN(C)C)C.[Cl-].[NH4+:61]. (3) Given the product [NH2:1][C:2]1[N:10]=[C:9]2[C:5]([N:6]=[CH:7][N:8]2[C@@H:11]2[O:23][C@H:22]([CH2:24][OH:25])[C@@H:17]([OH:18])[C@H:12]2[OH:13])=[C:4]([C:30]2[CH:35]=[CH:34][CH:33]=[CH:32][CH:31]=2)[N:3]=1, predict the reactants needed to synthesize it. The reactants are: [NH2:1][C:2]1[N:10]=[C:9]2[C:5]([N:6]=[CH:7][N:8]2[C@@H:11]2[O:23][C@H:22]([CH2:24][O:25]C(=O)C)[C@@H:17]([O:18]C(=O)C)[C@H:12]2[O:13]C(=O)C)=[C:4](Cl)[N:3]=1.[C:30]1(B(O)O)[CH:35]=[CH:34][CH:33]=[CH:32][CH:31]=1. (4) Given the product [NH2:1][CH2:2][CH2:3][CH2:4][N:5]1[CH:10]=[C:9]([F:11])[CH:8]=[C:7]([C@H:12]2[CH2:16][CH2:15][CH2:14][N:13]2[C:17]2[CH:22]=[CH:21][N:20]3[N:23]=[CH:24][C:25]([C:26]([OH:28])=[O:27])=[C:19]3[N:18]=2)[C:6]1=[O:31], predict the reactants needed to synthesize it. The reactants are: [NH2:1][CH2:2][CH2:3][CH2:4][N:5]1[CH:10]=[C:9]([F:11])[CH:8]=[C:7]([C@H:12]2[CH2:16][CH2:15][CH2:14][N:13]2[C:17]2[CH:22]=[CH:21][N:20]3[N:23]=[CH:24][C:25]([C:26]([O:28]CC)=[O:27])=[C:19]3[N:18]=2)[C:6]1=[O:31].C1COCC1.CO.[Li+].[OH-].Cl. (5) Given the product [F:1][C:2]1[CH:9]=[CH:8][C:5]([CH2:6][O:7][C:13]2[CH:18]=[N:17][CH:16]=[C:15]([N:20]3[CH2:25][CH2:24][NH:23][CH2:22][CH2:21]3)[N:14]=2)=[CH:4][CH:3]=1, predict the reactants needed to synthesize it. The reactants are: [F:1][C:2]1[CH:9]=[CH:8][C:5]([CH2:6][OH:7])=[CH:4][CH:3]=1.[H-].[Na+].Cl[C:13]1[CH:18]=[N:17][CH:16]=[C:15](Cl)[N:14]=1.[NH:20]1[CH2:25][CH2:24][NH:23][CH2:22][CH2:21]1.C([O-])([O-])=O.[K+].[K+].